From a dataset of Forward reaction prediction with 1.9M reactions from USPTO patents (1976-2016). Predict the product of the given reaction. (1) Given the reactants [CH2:1]=O.[CH3:3][O:4][CH2:5][CH2:6][NH:7][CH2:8][Si:9]([CH3:12])([CH3:11])[CH3:10].[C:13]([O-:16])([O-])=O.[K+].[K+], predict the reaction product. The product is: [CH3:3][O:4][CH2:5][CH2:6][N:7]([CH2:1][O:16][CH3:13])[CH2:8][Si:9]([CH3:12])([CH3:11])[CH3:10]. (2) Given the reactants N([O-])=O.[Na+].[F:5][C:6]1[CH:11]=[CH:10][C:9]([S:12]([CH3:15])(=[O:14])=[O:13])=[CH:8][C:7]=1N.[ClH:17], predict the reaction product. The product is: [Cl:17][C:7]1[CH:8]=[C:9]([S:12]([CH3:15])(=[O:14])=[O:13])[CH:10]=[CH:11][C:6]=1[F:5]. (3) Given the reactants [CH:1]([C@@H:14]1[CH2:19][NH:18][CH2:17][CH2:16][N:15]1[C:20]([O:22][C:23]([CH3:26])([CH3:25])[CH3:24])=[O:21])([C:8]1[CH:13]=[CH:12][CH:11]=[CH:10][CH:9]=1)[C:2]1[CH:7]=[CH:6][CH:5]=[CH:4][CH:3]=1.C(N(CC)CC)C.Cl[C:35]([O:37][CH2:38][C:39]1[CH:44]=[CH:43][CH:42]=[CH:41][CH:40]=1)=[O:36], predict the reaction product. The product is: [CH:1]([C@@H:14]1[CH2:19][N:18]([C:35]([O:37][CH2:38][C:39]2[CH:44]=[CH:43][CH:42]=[CH:41][CH:40]=2)=[O:36])[CH2:17][CH2:16][N:15]1[C:20]([O:22][C:23]([CH3:26])([CH3:25])[CH3:24])=[O:21])([C:8]1[CH:9]=[CH:10][CH:11]=[CH:12][CH:13]=1)[C:2]1[CH:7]=[CH:6][CH:5]=[CH:4][CH:3]=1. (4) Given the reactants [CH2:1](/[C:3](/[C:11](=O)[CH2:12][CH:13]([CH3:15])[CH3:14])=[C:4](/O)\[C:5]([O:7][CH2:8][CH3:9])=[O:6])[CH3:2].[C:17]1([NH:23][NH2:24])[CH:22]=[CH:21][CH:20]=[CH:19][CH:18]=1.Cl, predict the reaction product. The product is: [CH2:1]([C:3]1[C:4]([C:5]([O:7][CH2:8][CH3:9])=[O:6])=[N:24][N:23]([C:17]2[CH:22]=[CH:21][CH:20]=[CH:19][CH:18]=2)[C:11]=1[CH2:12][CH:13]([CH3:15])[CH3:14])[CH3:2]. (5) Given the reactants [N+:1](=[CH2:3])=[N-].[O:4]=[S:5]1(=[O:17])[C:10]2[CH:11]=[CH:12][CH:13]=[CH:14][C:9]=2[N:8]=[C:7]([CH2:15][Cl:16])N1, predict the reaction product. The product is: [O:17]=[S:5]1(=[O:4])[C:10]2[CH:11]=[CH:12][CH:13]=[CH:14][C:9]=2[N:8]=[C:7]([CH2:15][Cl:16])[N:1]1[CH3:3]. (6) Given the reactants [Cl:1][C:2]1[CH:3]=[N:4][C:5]2[C:10]([CH:11]=1)=[CH:9][C:8]([CH2:12][C:13]1[CH:14]=[C:15]([CH:19]=[CH:20][N:21]=1)[C:16]([OH:18])=O)=[CH:7][CH:6]=2.[NH2:22][CH2:23][C:24]1[C:25]([CH3:32])=[CH:26][C:27]([NH2:31])=[N:28][C:29]=1[CH3:30].CN(C(ON1N=NC2C=CC=NC1=2)=[N+](C)C)C.[F:50][P-](F)(F)(F)(F)F.CCN(CC)CC, predict the reaction product. The product is: [NH2:31][C:27]1[N:28]=[C:29]([CH3:30])[C:24]([CH2:23][NH:22][C:16](=[O:18])[C:15]2[CH:19]=[CH:20][N:21]=[C:13]([CH2:12][C:8]3[CH:9]=[C:10]4[C:5](=[C:6]([F:50])[CH:7]=3)[N:4]=[CH:3][C:2]([Cl:1])=[CH:11]4)[CH:14]=2)=[C:25]([CH3:32])[CH:26]=1. (7) Given the reactants C(OP([CH2:9][C:10]([O:12][CH2:13][CH3:14])=[O:11])(OCC)=O)C.[H-].[Na+].[O:17]=[C:18]1[C:23]([CH2:24][C:25]2[CH:30]=[CH:29][C:28]([C:31]3[C:32]([C:37]#[N:38])=[CH:33][CH:34]=[CH:35][CH:36]=3)=[CH:27][CH:26]=2)=[C:22]([CH2:39][CH2:40][CH3:41])[N:21]2[N:42]=[CH:43][N:44]=[C:20]2[N:19]1[CH:45]1[CH2:50][CH2:49][C:48](=O)[CH2:47][CH2:46]1, predict the reaction product. The product is: [C:37]([C:32]1[CH:33]=[CH:34][CH:35]=[CH:36][C:31]=1[C:28]1[CH:27]=[CH:26][C:25]([CH2:24][C:23]2[C:18](=[O:17])[N:19]([CH:45]3[CH2:50][CH2:49][C:48](=[CH:9][C:10]([O:12][CH2:13][CH3:14])=[O:11])[CH2:47][CH2:46]3)[C:20]3[N:21]([N:42]=[CH:43][N:44]=3)[C:22]=2[CH2:39][CH2:40][CH3:41])=[CH:30][CH:29]=1)#[N:38]. (8) Given the reactants [NH2:1][C:2]1[N:7]([C:8]2[CH:22]=[CH:21][C:11]([O:12][CH2:13][CH2:14][CH2:15]OS(C)(=O)=O)=[CH:10][CH:9]=2)[C:6](=[O:23])[CH:5]=[CH:4][C:3]=1[C:24](=[O:32])[C:25]1[CH:30]=[CH:29][C:28]([F:31])=[CH:27][CH:26]=1.[CH:33]1([O:38][C:39](=[O:46])[C@H:40]([CH2:42][CH:43]([CH3:45])[CH3:44])[NH2:41])[CH2:37][CH2:36][CH2:35][CH2:34]1, predict the reaction product. The product is: [NH2:1][C:2]1[N:7]([C:8]2[CH:9]=[CH:10][C:11]([O:12][CH2:13][CH2:14][CH2:15][NH:41][C@@H:40]([CH2:42][CH:43]([CH3:44])[CH3:45])[C:39]([O:38][CH:33]3[CH2:34][CH2:35][CH2:36][CH2:37]3)=[O:46])=[CH:21][CH:22]=2)[C:6](=[O:23])[CH:5]=[CH:4][C:3]=1[C:24](=[O:32])[C:25]1[CH:26]=[CH:27][C:28]([F:31])=[CH:29][CH:30]=1. (9) Given the reactants [CH3:1][CH2:2][C@H:3]1[O:18][C:16](=[O:17])[C@H:15]([CH3:19])[C@@H:14]([O:20][C@@H:21]2[O:26][C@@H:25]([CH3:27])[C@H:24]([OH:28])[C@@:23]([O:30][CH3:31])([CH3:29])[CH2:22]2)[C@H:13]([CH3:32])[C@@H:12]([O:33][C@@H:34]2[O:39][C@H:38]([CH3:40])[CH2:37][C@H:36]([N:41]([CH3:43])[CH3:42])[C@H:35]2[OH:44])[C@@:11]([OH:46])([CH3:45])[CH2:10][C@@H:9]([CH3:47])[C:7](=[O:8])[C@H:6]([CH3:48])[C@@H:5]([OH:49])[C@@:4]1([OH:51])[CH3:50].[OH:52]O.O, predict the reaction product. The product is: [CH3:1][CH2:2][C@H:3]1[O:18][C:16](=[O:17])[C@H:15]([CH3:19])[C@@H:14]([O:20][C@@H:21]2[O:26][C@@H:25]([CH3:27])[C@H:24]([OH:28])[C@@:23]([O:30][CH3:31])([CH3:29])[CH2:22]2)[C@H:13]([CH3:32])[C@@H:12]([O:33][C@@H:34]2[O:39][C@H:38]([CH3:40])[CH2:37][C@H:36]([N+:41]([O-:52])([CH3:42])[CH3:43])[C@H:35]2[OH:44])[C@@:11]([OH:46])([CH3:45])[CH2:10][C@@H:9]([CH3:47])[C:7](=[O:8])[C@H:6]([CH3:48])[C@@H:5]([OH:49])[C@@:4]1([OH:51])[CH3:50]. (10) Given the reactants Cl[C:2](OC1C=CC=CC=1)=[O:3].[NH2:11][C:12]1[C:13]([OH:29])=[C:14]([C:26](=[O:28])[CH3:27])[CH:15]=[CH:16][C:17]=1[O:18][CH2:19][C:20]1[CH:25]=[CH:24][CH:23]=[CH:22][CH:21]=1.Cl, predict the reaction product. The product is: [C:26]([C:14]1[C:13]2[O:29][C:2](=[O:3])[NH:11][C:12]=2[C:17]([O:18][CH2:19][C:20]2[CH:25]=[CH:24][CH:23]=[CH:22][CH:21]=2)=[CH:16][CH:15]=1)(=[O:28])[CH3:27].